From a dataset of Cav3 T-type calcium channel HTS with 100,875 compounds. Binary Classification. Given a drug SMILES string, predict its activity (active/inactive) in a high-throughput screening assay against a specified biological target. (1) The molecule is O1CCN(CCCN\C=C2\C(=O)CC(CC2=O)c2ccc(OC)cc2)CC1. The result is 0 (inactive). (2) The compound is S(c1nc2c(cc(cc2C)C)c(n1)C)CCC. The result is 0 (inactive). (3) The molecule is s1c2CCCc2c(c1NC(=O)COc1cc(c(cc1)C)C)C#N. The result is 0 (inactive). (4) The drug is S1C(=O)N(CC(=O)NC2CCCCC2)C(=O)C1. The result is 0 (inactive). (5) The result is 0 (inactive). The molecule is o1c(C(=O)NCCc2ccccc2)ccc1. (6) The drug is Clc1cc(c(OCC(=O)Nn2c(ccc2C)C)cc1)C. The result is 0 (inactive). (7) The compound is Fc1ccc(c2c3n(nc2C)c(c(CCC(=O)NCCOC)c(n3)C)C)cc1. The result is 0 (inactive).